This data is from Catalyst prediction with 721,799 reactions and 888 catalyst types from USPTO. The task is: Predict which catalyst facilitates the given reaction. (1) Reactant: Cl[C:2]1[C:3]([O:16][CH2:17][CH:18]2[CH2:23][O:22][C:21]([CH3:25])([CH3:24])[O:20][CH2:19]2)=[CH:4][C:5]([F:15])=[C:6]([CH:14]=1)[C:7]([O:9][C:10]([CH3:13])([CH3:12])[CH3:11])=[O:8].[CH:26]1(B(O)O)[CH2:28][CH2:27]1.P([O-])([O-])([O-])=O.[K+].[K+].[K+].F[B-](F)(F)F.C1(P(C2CCCCC2)C2CCCCC2)CCCCC1. Product: [CH:26]1([C:2]2[C:3]([O:16][CH2:17][CH:18]3[CH2:23][O:22][C:21]([CH3:25])([CH3:24])[O:20][CH2:19]3)=[CH:4][C:5]([F:15])=[C:6]([CH:14]=2)[C:7]([O:9][C:10]([CH3:13])([CH3:12])[CH3:11])=[O:8])[CH2:28][CH2:27]1. The catalyst class is: 498. (2) Reactant: [CH3:1][O:2][C:3]1[CH:10]=[CH:9][C:6]([CH:7]=O)=[C:5]([C:11]([N:13]2[CH2:18][CH2:17][N:16]([CH3:19])[CH2:15][CH2:14]2)=[O:12])[CH:4]=1.[NH2:20][C:21]1[CH:29]=[C:28]([O:30][CH3:31])[CH:27]=[C:26]([O:32][CH3:33])[C:22]=1[C:23]([NH2:25])=[O:24].OS([O-])=O.[Na+].O.C1(C)C=CC(S(O)(=O)=O)=CC=1. Product: [CH3:33][O:32][C:26]1[CH:27]=[C:28]([O:30][CH3:31])[CH:29]=[C:21]2[C:22]=1[C:23](=[O:24])[NH:25][C:7]([C:6]1[CH:9]=[CH:10][C:3]([O:2][CH3:1])=[CH:4][C:5]=1[C:11]([N:13]1[CH2:18][CH2:17][N:16]([CH3:19])[CH2:15][CH2:14]1)=[O:12])=[N:20]2. The catalyst class is: 80. (3) Reactant: [CH2:1]([C:5]1[N:6]=[C:7]([CH:27]2[CH2:29][CH2:28]2)[NH:8][C:9](=[O:26])[C:10]=1[CH2:11][C:12]1[CH:17]=[CH:16][C:15]([C:18]2[C:19]([C:24]#[N:25])=[CH:20][CH:21]=[CH:22][CH:23]=2)=[CH:14][CH:13]=1)[CH2:2][CH2:3][CH3:4].[C:30]1(B(O)O)[CH:35]=[CH:34][CH:33]=[CH:32][CH:31]=1.N1C=CC=CC=1.C(N(CC)CC)C. Product: [CH2:1]([C:5]1[N:6]=[C:7]([CH:27]2[CH2:28][CH2:29]2)[N:8]([C:30]2[CH:35]=[CH:34][CH:33]=[CH:32][CH:31]=2)[C:9](=[O:26])[C:10]=1[CH2:11][C:12]1[CH:17]=[CH:16][C:15]([C:18]2[C:19]([C:24]#[N:25])=[CH:20][CH:21]=[CH:22][CH:23]=2)=[CH:14][CH:13]=1)[CH2:2][CH2:3][CH3:4]. The catalyst class is: 651. (4) Reactant: [Cl:1][CH2:2][C:3](=[NH:6])[NH:4][OH:5].C(N(CC)CC)C.[F:14][C:15]1[CH:23]=[CH:22][C:21]([C:24]([F:27])([F:26])[F:25])=[CH:20][C:16]=1[C:17](Cl)=O. Product: [Cl:1][CH2:2][C:3]1[N:6]=[C:17]([C:16]2[CH:20]=[C:21]([C:24]([F:25])([F:27])[F:26])[CH:22]=[CH:23][C:15]=2[F:14])[O:5][N:4]=1. The catalyst class is: 11. (5) Reactant: N[C:2]1[C:3]([N+:13]([O-:15])=[O:14])=[CH:4][C:5]([Cl:12])=[C:6]([C:8]([F:11])([F:10])[F:9])[CH:7]=1.[BrH:16].N([O-])=O.[Na+].[OH-].[Na+]. Product: [Br:16][C:2]1[C:3]([N+:13]([O-:15])=[O:14])=[CH:4][C:5]([Cl:12])=[C:6]([C:8]([F:11])([F:10])[F:9])[CH:7]=1. The catalyst class is: 6.